This data is from Catalyst prediction with 721,799 reactions and 888 catalyst types from USPTO. The task is: Predict which catalyst facilitates the given reaction. (1) Reactant: Br[C:2]1[CH:7]=[N:6][C:5]2=[C:8]([NH:11][CH2:12][CH:13]3[CH2:15][CH2:14]3)[S:9][N:10]=[C:4]2[CH:3]=1.[CH3:16][O:17][C:18]1[CH:19]=[C:20](B(O)O)[CH:21]=[CH:22][C:23]=1[O:24][CH3:25].C([O-])([O-])=O.[K+].[K+]. Product: [CH:13]1([CH2:12][NH:11][C:8]2[S:9][N:10]=[C:4]3[CH:3]=[C:2]([C:21]4[CH:20]=[CH:19][C:18]([O:17][CH3:16])=[C:23]([O:24][CH3:25])[CH:22]=4)[CH:7]=[N:6][C:5]=23)[CH2:15][CH2:14]1. The catalyst class is: 73. (2) Reactant: [Si]([O:8][CH:9]1[CH2:15][CH:14]2[N:16]([C:17]([O:19][CH2:20][C:21]3[CH:26]=[CH:25][CH:24]=[CH:23][CH:22]=3)=[O:18])[CH:10]1[CH2:11][CH:12]([CH2:27][C:28]([O:30][CH3:31])=[O:29])[CH2:13]2)(C(C)(C)C)(C)C.Cl. Product: [OH:8][CH:9]1[CH2:15][CH:14]2[N:16]([C:17]([O:19][CH2:20][C:21]3[CH:22]=[CH:23][CH:24]=[CH:25][CH:26]=3)=[O:18])[CH:10]1[CH2:11][CH:12]([CH2:27][C:28]([O:30][CH3:31])=[O:29])[CH2:13]2. The catalyst class is: 24. (3) Reactant: FC(F)(F)C(O)=O.C(OC(=O)[NH:14][C:15]1[CH:20]=[C:19]([Cl:21])[C:18]([O:22][CH3:23])=[CH:17][C:16]=1[O:24][CH2:25][C:26]([N:28]1[CH2:33][CH2:32][CH:31]([O:34][C:35]2[CH:40]=[CH:39][C:38]([F:41])=[CH:37][CH:36]=2)[CH2:30][CH2:29]1)=[O:27])(C)(C)C. Product: [NH2:14][C:15]1[CH:20]=[C:19]([Cl:21])[C:18]([O:22][CH3:23])=[CH:17][C:16]=1[O:24][CH2:25][C:26]([N:28]1[CH2:29][CH2:30][CH:31]([O:34][C:35]2[CH:36]=[CH:37][C:38]([F:41])=[CH:39][CH:40]=2)[CH2:32][CH2:33]1)=[O:27]. The catalyst class is: 2. (4) Reactant: Cl[C:2]1[C:7]([CH:8]=[O:9])=[C:6]([N:10]2[CH2:22][CH2:21][C:20]3[N:19]4[C:14]([CH2:15][CH2:16][CH2:17][CH2:18]4)=[CH:13][C:12]=3[C:11]2=[O:23])[N:5]=[CH:4][CH:3]=1.[CH3:24][N:25]1[CH:30]=[C:29](B2OC(C)(C)C(C)(C)O2)[CH:28]=[C:27]([NH:40][C:41]2[CH:46]=[CH:45][C:44]([N:47]3[CH2:52][CH2:51][N:50]([CH:53]4[CH2:56][O:55][CH2:54]4)[CH2:49][C@@H:48]3[CH3:57])=[CH:43][N:42]=2)[C:26]1=[O:58].[O-]P([O-])([O-])=O.[K+].[K+].[K+].C([O-])(=O)C.[Na+]. Product: [CH3:24][N:25]1[C:26](=[O:58])[C:27]([NH:40][C:41]2[CH:46]=[CH:45][C:44]([N:47]3[CH2:52][CH2:51][N:50]([CH:53]4[CH2:54][O:55][CH2:56]4)[CH2:49][C@@H:48]3[CH3:57])=[CH:43][N:42]=2)=[CH:28][C:29]([C:2]2[C:7]([CH:8]=[O:9])=[C:6]([N:10]3[CH2:22][CH2:21][C:20]4[N:19]5[C:14]([CH2:15][CH2:16][CH2:17][CH2:18]5)=[CH:13][C:12]=4[C:11]3=[O:23])[N:5]=[CH:4][CH:3]=2)=[CH:30]1. The catalyst class is: 379. (5) Reactant: [C:1]([O:5][C:6]([N:8]1[CH2:17][CH2:16][C:15]2[C:10](=[CH:11][C:12]([C:18]3[N:26]4[C:21]([C:22]([NH2:27])=[N:23][CH:24]=[N:25]4)=[C:20](Br)[CH:19]=3)=[CH:13][CH:14]=2)[CH2:9]1)=[O:7])([CH3:4])([CH3:3])[CH3:2].CC1(C)C(C)(C)OB([C:37]2[CH:38]=[CH:39][C:40]3[C:44]([CH:45]=2)=[N:43][NH:42][CH:41]=3)O1.C([O-])([O-])=O.[Na+].[Na+]. Product: [C:1]([O:5][C:6]([N:8]1[CH2:17][CH2:16][C:15]2[C:10](=[CH:11][C:12]([C:18]3[N:26]4[C:21]([C:22]([NH2:27])=[N:23][CH:24]=[N:25]4)=[C:20]([C:37]4[CH:38]=[CH:39][C:40]5[C:44]([CH:45]=4)=[N:43][N:42]([CH2:9][C:10]4[CH:15]=[CH:14][CH:13]=[CH:12][CH:11]=4)[CH:41]=5)[CH:19]=3)=[CH:13][CH:14]=2)[CH2:9]1)=[O:7])([CH3:4])([CH3:3])[CH3:2]. The catalyst class is: 151. (6) Reactant: [CH2:1]([O:8][C:9]([NH:11][C@@H:12]1[CH2:17][CH:16]=[CH:15][CH2:14][C@@H:13]1[NH:18][C:19]([O:21][CH2:22][C:23]1[CH:28]=[CH:27][CH:26]=[CH:25][CH:24]=1)=[O:20])=[O:10])[C:2]1[CH:7]=[CH:6][CH:5]=[CH:4][CH:3]=1.B.[OH-:30].[Na+].OO. Product: [CH2:22]([O:21][C:19]([NH:18][C@@H:13]1[CH2:14][CH2:15][CH:16]([OH:30])[CH2:17][C@@H:12]1[NH:11][C:9]([O:8][CH2:1][C:2]1[CH:3]=[CH:4][CH:5]=[CH:6][CH:7]=1)=[O:10])=[O:20])[C:23]1[CH:28]=[CH:27][CH:26]=[CH:25][CH:24]=1. The catalyst class is: 7. (7) Product: [OH:26][C:24]([CH3:27])([CH3:25])[CH2:23][C@@H:20]1[CH2:21][O:22][C@@:18]([C@@H:14]2[C@:13]3([CH3:29])[C@H:17]([C@@H:9]([OH:8])[CH2:10][CH2:11][CH2:12]3)[CH2:16][CH2:15]2)([CH3:28])[CH2:19]1. Reactant: [Si]([O:8][C@@H:9]1[C@H:17]2[C@@:13]([CH3:29])([C@@H:14]([C@@:18]3([CH3:28])[O:22][CH2:21][C@@H:20]([CH2:23][C:24]([CH3:27])([OH:26])[CH3:25])[CH2:19]3)[CH2:15][CH2:16]2)[CH2:12][CH2:11][CH2:10]1)(C(C)(C)C)(C)C.[N+](CCCC)(CCCC)(CCCC)CCCC.[F-].O.CCOC(C)=O. The catalyst class is: 1. (8) Reactant: [CH3:1][O:2][C:3]1[CH:8]=[CH:7][C:6]([CH:9]2[C:17]3[C:12](=[CH:13][CH:14]=[CH:15][CH:16]=3)[CH:11]([C:18]3[CH:23]=[CH:22][C:21]4[O:24][CH2:25][O:26][C:20]=4[CH:19]=3)[CH:10]2[C:27]([O:29]CC)=[O:28])=[CH:5][CH:4]=1.COC1C=CC(C2C3C(=CC=CC=3)C(C3C=CC4OCOC=4C=3)=C2C(OCC)=O)=CC=1. Product: [CH3:1][O:2][C:3]1[CH:8]=[CH:7][C:6]([CH:9]2[C:17]3[C:12](=[CH:13][CH:14]=[CH:15][CH:16]=3)[CH:11]([C:18]3[CH:23]=[CH:22][C:21]4[O:24][CH2:25][O:26][C:20]=4[CH:19]=3)[CH:10]2[C:27]([OH:29])=[O:28])=[CH:5][CH:4]=1. The catalyst class is: 50. (9) Product: [C:13]1([NH:12][CH:3]([CH3:4])[CH2:2][C:1]([N:6]2[CH2:10][CH2:9][O:8][C:7]2=[O:11])=[O:5])[CH:18]=[CH:17][CH:16]=[CH:15][CH:14]=1. The catalyst class is: 13. Reactant: [C:1]([N:6]1[CH2:10][CH2:9][O:8][C:7]1=[O:11])(=[O:5])/[CH:2]=[CH:3]/[CH3:4].[NH2:12][C:13]1[CH:18]=[CH:17][CH:16]=[CH:15][CH:14]=1.CS(O)(=O)=O.